Task: Predict the reaction yield, written as a fraction of the theoretical maximum amount of product (1.0 means a 100% yield; for example, 0.34 means a 34% yield).. Dataset: Reaction yield outcomes from USPTO patents with 853,638 reactions (1) The reactants are [Cl:1][C:2]1[CH:3]=[C:4]([CH:7]=[C:8]([Cl:12])[C:9]=1[O:10][CH3:11])[CH:5]=O.Cl.CO.C(O[CH:19](OCC)[CH2:20][NH:21][CH2:22][C:23]1[CH:28]=[CH:27][CH:26]=[C:25]([O:29][CH2:30][CH3:31])[C:24]=1[OH:32])C. The catalyst is CCO. The product is [ClH:1].[Cl:1][C:2]1[CH:3]=[C:4]([CH:7]=[C:8]([Cl:12])[C:9]=1[O:10][CH3:11])[CH2:5][C:19]1[C:28]2[C:23](=[C:24]([OH:32])[C:25]([O:29][CH2:30][CH3:31])=[CH:26][CH:27]=2)[CH:22]=[N:21][CH:20]=1. The yield is 0.110. (2) The reactants are CN(C(ON1N=NC2C=CC=NC1=2)=[N+](C)C)C.F[P-](F)(F)(F)(F)F.[Cl:25][C:26]1[CH:27]=[C:28]([C:52](O)=[O:53])[CH:29]=[N:30][C:31]=1[NH:32][NH:33][C:34]([NH:36][CH:37]1[C:43]2[CH:44]=[CH:45][CH:46]=[CH:47][C:42]=2[CH2:41][CH2:40][C:39]2[CH:48]=[CH:49][CH:50]=[CH:51][C:38]1=2)=[S:35].[CH2:55]1[C@H:60]([NH2:61])[C:58](=[O:59])[S:57][CH2:56]1.Cl. The catalyst is CC(N(C)C)=O. The product is [Cl:25][C:26]1[CH:27]=[C:28]([C:52]([NH:61][C@H:60]2[CH2:55][CH2:56][S:57][C:58]2=[O:59])=[O:53])[CH:29]=[N:30][C:31]=1[NH:32][NH:33][C:34]([NH:36][CH:37]1[C:43]2[CH:44]=[CH:45][CH:46]=[CH:47][C:42]=2[CH2:41][CH2:40][C:39]2[CH:48]=[CH:49][CH:50]=[CH:51][C:38]1=2)=[S:35]. The yield is 0.230. (3) The reactants are [N:1]1([C:7](Cl)=[O:8])[CH2:6][CH2:5][O:4][CH2:3][CH2:2]1.[CH:10]1([N:14]2[CH2:19][CH2:18][CH:17]([O:20][C:21]3[CH:26]=[CH:25][C:24]([N:27]4[CH2:32][CH2:31][NH:30][CH2:29][CH2:28]4)=[CH:23][CH:22]=3)[CH2:16][CH2:15]2)[CH2:13][CH2:12][CH2:11]1.C(NCC)C. The catalyst is ClCCl. The product is [CH:10]1([N:14]2[CH2:19][CH2:18][CH:17]([O:20][C:21]3[CH:26]=[CH:25][C:24]([N:27]4[CH2:32][CH2:31][N:30]([C:7]([N:1]5[CH2:6][CH2:5][O:4][CH2:3][CH2:2]5)=[O:8])[CH2:29][CH2:28]4)=[CH:23][CH:22]=3)[CH2:16][CH2:15]2)[CH2:13][CH2:12][CH2:11]1. The yield is 0.580. (4) The reactants are BrC1C=CC(O)=C([C:8]2[CH:17]=[CH:16][C:15]3[C:10](=[CH:11][CH:12]=[C:13]([C:18]4[N:22]([CH:23]5[CH2:28][CH2:27][CH2:26][CH2:25][CH2:24]5)[C:21]5[CH:29]=[CH:30][C:31]([C:33]([OH:35])=[O:34])=[CH:32][C:20]=5[N:19]=4)[CH:14]=3)[N:9]=2)C=1.C(OC(C1C=C[C:45]2[N:46]([CH:58]3CCCCC3)[C:47]([C:49]3C=CC(N)=C(C=O)[CH:50]=3)=N[C:44]=2[CH:43]=1)=O)C.C(N(CCC)CC(=O)C)CC.[OH-].[K+]. The catalyst is C(O)C. The product is [CH:23]1([N:22]2[C:21]3[CH:29]=[CH:30][C:31]([C:33]([OH:35])=[O:34])=[CH:32][C:20]=3[N:19]=[C:18]2[C:13]2[CH:14]=[C:15]3[C:10](=[CH:11][CH:12]=2)[N:9]=[C:8]([CH2:58][N:46]([CH2:47][CH2:49][CH3:50])[CH2:45][CH2:44][CH3:43])[CH:17]=[CH:16]3)[CH2:24][CH2:25][CH2:26][CH2:27][CH2:28]1. The yield is 0.580. (5) The reactants are [CH3:1][O:2][C:3]1[CH:4]=[C:5]2[C:10](=[CH:11][C:12]=1[O:13][CH3:14])[N:9]=[CH:8][N:7]=[C:6]2[CH:15]1[CH2:20][CH2:19][N:18]([C:21](Cl)=[O:22])[CH2:17][CH2:16]1.[N:24]1([C:29]2[CH:34]=[CH:33][C:32]([NH2:35])=[CH:31][CH:30]=2)[CH:28]=[CH:27][N:26]=[CH:25]1.CCN(C(C)C)C(C)C. The catalyst is C1COCC1. The product is [N:24]1([C:29]2[CH:34]=[CH:33][C:32]([NH:35][C:21]([N:18]3[CH2:19][CH2:20][CH:15]([C:6]4[C:5]5[C:10](=[CH:11][C:12]([O:13][CH3:14])=[C:3]([O:2][CH3:1])[CH:4]=5)[N:9]=[CH:8][N:7]=4)[CH2:16][CH2:17]3)=[O:22])=[CH:31][CH:30]=2)[CH:28]=[CH:27][N:26]=[CH:25]1. The yield is 0.0500.